From a dataset of Peptide-MHC class II binding affinity with 134,281 pairs from IEDB. Regression. Given a peptide amino acid sequence and an MHC pseudo amino acid sequence, predict their binding affinity value. This is MHC class II binding data. (1) The peptide sequence is TKKFDEVVKANGGYL. The MHC is DRB3_0101 with pseudo-sequence DRB3_0101. The binding affinity (normalized) is 0.00988. (2) The peptide sequence is GELQIVGKIDAAFKI. The MHC is DRB1_1501 with pseudo-sequence DRB1_1501. The binding affinity (normalized) is 0.571.